Dataset: Catalyst prediction with 721,799 reactions and 888 catalyst types from USPTO. Task: Predict which catalyst facilitates the given reaction. Reactant: [C:1]([NH:8]NCCC)([O:3][C:4]([CH3:7])([CH3:6])[CH3:5])=[O:2].C(N[NH:21][CH2:22][CH2:23][CH2:24][CH3:25])(OC(C)(C)C)=O.Cl[C:27]1[C:36]2[C:31](=[CH:32][CH:33]=[CH:34][CH:35]=2)[N:30]=[CH:29][CH:28]=1.CCN(C(C)C)C(C)C. Product: [C:1]([NH:8][CH:23]([CH2:24][CH3:25])[CH2:22][NH:21][C:27]1[C:36]2[C:31](=[CH:32][CH:33]=[CH:34][CH:35]=2)[N:30]=[CH:29][CH:28]=1)([O:3][C:4]([CH3:5])([CH3:6])[CH3:7])=[O:2]. The catalyst class is: 709.